From a dataset of Peptide-MHC class I binding affinity with 185,985 pairs from IEDB/IMGT. Regression. Given a peptide amino acid sequence and an MHC pseudo amino acid sequence, predict their binding affinity value. This is MHC class I binding data. (1) The peptide sequence is YRNFSFSLK. The MHC is HLA-A26:03 with pseudo-sequence HLA-A26:03. The binding affinity (normalized) is 0.0847. (2) The peptide sequence is STHMENILK. The MHC is HLA-B07:02 with pseudo-sequence HLA-B07:02. The binding affinity (normalized) is 0.0847. (3) The peptide sequence is MQFPGSVGF. The MHC is HLA-A02:19 with pseudo-sequence HLA-A02:19. The binding affinity (normalized) is 0.296.